Dataset: Full USPTO retrosynthesis dataset with 1.9M reactions from patents (1976-2016). Task: Predict the reactants needed to synthesize the given product. (1) Given the product [C:1]([O:5][C:6](=[O:37])[NH:7][C@H:8]([CH2:24][NH:25][C:26]([C:28]1[C:33]([NH2:34])=[N:32][C:31]([NH2:35])=[C:30]([Cl:36])[N:29]=1)=[O:27])[CH2:9][CH2:10][CH2:11][CH2:12][NH2:13])([CH3:4])([CH3:2])[CH3:3], predict the reactants needed to synthesize it. The reactants are: [C:1]([O:5][C:6](=[O:37])[NH:7][C@H:8]([CH2:24][NH:25][C:26]([C:28]1[C:33]([NH2:34])=[N:32][C:31]([NH2:35])=[C:30]([Cl:36])[N:29]=1)=[O:27])[CH2:9][CH2:10][CH2:11][CH2:12][NH:13]C(OCC1C=CC=CC=1)=O)([CH3:4])([CH3:3])[CH3:2].N#N.[H][H]. (2) Given the product [CH2:1]([CH:8]([N:13]1[C:14](=[O:23])[C:15]2[C:20](=[CH:19][CH:18]=[CH:17][CH:16]=2)[C:21]1=[O:22])[CH2:9][C:10]1([CH3:11])[O:26][CH2:25][CH2:24][O:12]1)[C:2]1[CH:3]=[CH:4][CH:5]=[CH:6][CH:7]=1, predict the reactants needed to synthesize it. The reactants are: [CH2:1]([CH:8]([N:13]1[C:21](=[O:22])[C:20]2[C:15](=[CH:16][CH:17]=[CH:18][CH:19]=2)[C:14]1=[O:23])[CH2:9][C:10](=[O:12])[CH3:11])[C:2]1[CH:7]=[CH:6][CH:5]=[CH:4][CH:3]=1.[CH2:24](O)[CH2:25][OH:26].CC1C=CC(S(O)(=O)=O)=CC=1.C([O-])(O)=O.[Na+]. (3) Given the product [C:1]([CH:5]1[N:14]2[C:9](=[CH:10][C:11](=[O:20])[C:12]([C:15]([O:17][CH2:18][CH3:19])=[O:16])=[CH:13]2)[C:8]2[CH:21]=[C:22]([O:26][CH3:27])[C:23]([O:25][CH2:29][CH2:30][CH2:31][CH2:32][CH2:33][OH:34])=[CH:24][C:7]=2[CH2:6]1)([CH3:2])([CH3:3])[CH3:4], predict the reactants needed to synthesize it. The reactants are: [C:1]([CH:5]1[N:14]2[C:9](=[CH:10][C:11](=[O:20])[C:12]([C:15]([O:17][CH2:18][CH3:19])=[O:16])=[CH:13]2)[C:8]2[CH:21]=[C:22]([O:26][CH3:27])[C:23]([OH:25])=[CH:24][C:7]=2[CH2:6]1)([CH3:4])([CH3:3])[CH3:2].Br[CH2:29][CH2:30][CH2:31][CH2:32][CH2:33][OH:34].C([O-])([O-])=O.[K+].[K+]. (4) Given the product [OH:6][CH:3]([CH2:4][OH:5])[CH2:2][NH:1][C:9](=[O:10])[C:8]([F:15])([F:14])[F:7], predict the reactants needed to synthesize it. The reactants are: [NH2:1][CH2:2][CH:3]([OH:6])[CH2:4][OH:5].[F:7][C:8]([F:15])([F:14])[C:9](OCC)=[O:10]. (5) Given the product [Cl:1][C:2]1[C:3]([C:30]2[CH:35]=[C:34]([Cl:36])[CH:33]=[CH:32][C:31]=2[C:37]#[N:38])=[CH:4][C:5](=[O:29])[N:6]([CH:8]([CH2:25][CH:26]2[CH2:27][CH2:28]2)[C:9]([NH:11][C:12]2[CH:13]=[CH:14][C:15]([C:16]([OH:18])=[O:17])=[CH:23][CH:24]=2)=[O:10])[CH:7]=1, predict the reactants needed to synthesize it. The reactants are: [Cl:1][C:2]1[C:3]([C:30]2[CH:35]=[C:34]([Cl:36])[CH:33]=[CH:32][C:31]=2[C:37]#[N:38])=[CH:4][C:5](=[O:29])[N:6]([CH:8]([CH2:25][CH:26]2[CH2:28][CH2:27]2)[C:9]([NH:11][C:12]2[CH:24]=[CH:23][C:15]([C:16]([O:18]C(C)(C)C)=[O:17])=[CH:14][CH:13]=2)=[O:10])[CH:7]=1.C(O)(C(F)(F)F)=O. (6) The reactants are: N[CH2:2][C:3]1[CH:4]=[C:5]2[C:9](=[CH:10][CH:11]=1)[CH:8]([O:12][CH2:13][O:14][CH3:15])[CH:7]([CH2:16][CH2:17][CH:18](N(CCC)CCC)[CH3:19])[CH2:6]2.C(=O)([O-])[O-].[K+].[K+].C([C:38]1[CH:48]=[CH:47][CH:46]=[C:40]2[C:41]([NH:43][C:44](=[O:45])[C:39]=12)=[O:42])(OCC)=O.O. Given the product [CH2:41]([N:43]([CH2:44][CH2:39][CH3:38])[CH2:19][CH2:18][CH2:17][CH2:16][CH:7]1[CH2:6][C:5]2[C:9](=[CH:10][CH:11]=[C:3]([CH2:2][N:43]3[C:44](=[O:45])[C:39]4[C:40](=[CH:46][CH:47]=[CH:48][CH:38]=4)[C:41]3=[O:42])[CH:4]=2)[CH:8]1[O:12][CH2:13][O:14][CH3:15])[CH2:40][CH3:46], predict the reactants needed to synthesize it.